From a dataset of Forward reaction prediction with 1.9M reactions from USPTO patents (1976-2016). Predict the product of the given reaction. (1) Given the reactants Cl[CH2:2]/[CH:3]=[CH:4]/[C:5]([N:7]1[CH2:28][CH2:27][C:10]2[C:11]3[C:16]([NH:17][C:18]4[CH:23]=[CH:22][C:21]([Cl:24])=[C:20]([Cl:25])[CH:19]=4)=[N:15][CH:14]=[N:13][C:12]=3[S:26][C:9]=2[CH2:8]1)=[O:6].[CH3:29][N:30]1[CH2:34][CH2:33][CH:32]2[CH2:35][NH:36][CH2:37][CH:31]12, predict the reaction product. The product is: [Cl:25][C:20]1[CH:19]=[C:18]([NH:17][C:16]2[C:11]3[C:10]4[CH2:27][CH2:28][N:7]([C:5](=[O:6])/[CH:4]=[CH:3]/[CH2:2][N:36]5[CH2:35][CH:32]6[CH:31]([N:30]([CH3:29])[CH2:34][CH2:33]6)[CH2:37]5)[CH2:8][C:9]=4[S:26][C:12]=3[N:13]=[CH:14][N:15]=2)[CH:23]=[CH:22][C:21]=1[Cl:24]. (2) Given the reactants S(=O)(=O)(O)O.[C:6]1([CH3:16])[CH:11]=[CH:10][C:9]([S:12]([OH:15])(=[O:14])=[O:13])=[CH:8][CH:7]=1.O=O.[C:19]([OH:23])(=[O:22])CC.C(N1[CH:35]=[CH:34]N=C1)(N1C=CN=C1)=O.[CH2:36]([O:38]C(=C(C#N)C#N)C)[CH3:37], predict the reaction product. The product is: [CH2:36]([O:38][CH:19]([O:22][CH2:6][CH3:16])[O:23][CH2:34][CH3:35])[CH3:37].[C:6]1([CH3:16])[CH:7]=[CH:8][C:9]([S:12]([OH:15])(=[O:13])=[O:14])=[CH:10][CH:11]=1. (3) Given the reactants [C:1]([C:9]1[CH:36]=[CH:35][C:12]2[N:13]([CH2:17][CH2:18][O:19][C:20]3[CH:34]=[CH:33][C:23]([CH2:24][CH:25]([C:29]([O:31][CH3:32])=[O:30])[C:26](O)=[O:27])=[CH:22][CH:21]=3)[C:14](=[O:16])[S:15][C:11]=2[CH:10]=1)(=[O:8])[C:2]1[CH:7]=[CH:6][CH:5]=[CH:4][CH:3]=1.S(Cl)(Cl)=O.[CH3:41][NH2:42], predict the reaction product. The product is: [C:1]([C:9]1[CH:36]=[CH:35][C:12]2[N:13]([CH2:17][CH2:18][O:19][C:20]3[CH:34]=[CH:33][C:23]([CH2:24][CH:25]([C:26]([NH:42][CH3:41])=[O:27])[C:29]([O:31][CH3:32])=[O:30])=[CH:22][CH:21]=3)[C:14](=[O:16])[S:15][C:11]=2[CH:10]=1)(=[O:8])[C:2]1[CH:7]=[CH:6][CH:5]=[CH:4][CH:3]=1. (4) Given the reactants Br[CH2:2][CH2:3][N:4]1[C:8]([C:9]([O:11]CC)=O)=[CH:7][C:6]([C:14]2[CH:19]=[CH:18][C:17]([F:20])=[CH:16][CH:15]=2)=[N:5]1.[I-].[K+].[CH2:23]([NH2:30])[C:24]1[CH:29]=[CH:28][CH:27]=[CH:26][CH:25]=1, predict the reaction product. The product is: [CH2:23]([N:30]1[CH2:2][CH2:3][N:4]2[N:5]=[C:6]([C:14]3[CH:15]=[CH:16][C:17]([F:20])=[CH:18][CH:19]=3)[CH:7]=[C:8]2[C:9]1=[O:11])[C:24]1[CH:29]=[CH:28][CH:27]=[CH:26][CH:25]=1. (5) Given the reactants [Br:1][C:2]1[C:7](=[O:8])[NH:6][CH:5]=[C:4]([C:9]([NH:11][CH2:12][CH2:13][OH:14])=[O:10])[CH:3]=1.IC.[C:17](=O)([O-])[O-].[K+].[K+], predict the reaction product. The product is: [Br:1][C:2]1[C:7](=[O:8])[N:6]([CH3:17])[CH:5]=[C:4]([C:9]([NH:11][CH2:12][CH2:13][OH:14])=[O:10])[CH:3]=1. (6) Given the reactants [O:1]([C:8]1[CH:13]=[CH:12][C:11]([NH:14][C:15](=[O:17])[CH3:16])=[CH:10][CH:9]=1)[C:2]1[CH:7]=[CH:6][CH:5]=[CH:4][CH:3]=1.[N+:18]([O-])([OH:20])=[O:19], predict the reaction product. The product is: [N+:18]([C:10]1[CH:9]=[C:8]([O:1][C:2]2[CH:3]=[CH:4][CH:5]=[CH:6][CH:7]=2)[CH:13]=[CH:12][C:11]=1[NH:14][C:15](=[O:17])[CH3:16])([O-:20])=[O:19]. (7) Given the reactants [C:1]([C:3]([CH3:15])([CH3:14])[C:4](=[O:13])[CH2:5][C:6]([O:8][C:9]([CH3:12])([CH3:11])[CH3:10])=[O:7])#[N:2].[BH4-].[Na+], predict the reaction product. The product is: [C:1]([C:3]([CH3:15])([CH3:14])[CH:4]([OH:13])[CH2:5][C:6]([O:8][C:9]([CH3:11])([CH3:10])[CH3:12])=[O:7])#[N:2]. (8) Given the reactants [F:1][C:2]1[CH:7]=[CH:6][C:5](B2OC(C)(C)C(C)(C)O2)=[CH:4][C:3]=1[C:17]1[C:18]([C:23]#[N:24])=[CH:19][CH:20]=[CH:21][CH:22]=1.Br[C:26]1[N:30]2[N:31]=[CH:32][C:33]([C:35]([OH:38])([CH3:37])[CH3:36])=[N:34][C:29]2=[N:28][CH:27]=1, predict the reaction product. The product is: [F:1][C:2]1[CH:7]=[CH:6][C:5]([C:26]2[N:30]3[N:31]=[CH:32][C:33]([C:35]([OH:38])([CH3:36])[CH3:37])=[N:34][C:29]3=[N:28][CH:27]=2)=[CH:4][C:3]=1[C:17]1[C:18]([C:23]#[N:24])=[CH:19][CH:20]=[CH:21][CH:22]=1. (9) Given the reactants C(OC([N:8]1[C:16]2[C:11](=[CH:12][CH:13]=[CH:14][CH:15]=2)[CH:10]=[C:9]1B(O)O)=O)(C)(C)C.C(=O)([O-])O.[Na+].I[C:26]1[C:34]2[C:29](=[CH:30][CH:31]=[C:32]([N:35]([S:43]([C:46]3[CH:51]=[CH:50][CH:49]=[CH:48][CH:47]=3)(=[O:45])=[O:44])C(OC(C)(C)C)=O)[CH:33]=2)[N:28](C(OC(C)(C)C)=O)[N:27]=1, predict the reaction product. The product is: [NH:8]1[C:16]2[C:11](=[CH:12][CH:13]=[CH:14][CH:15]=2)[CH:10]=[C:9]1[C:26]1[C:34]2[C:29](=[CH:30][CH:31]=[C:32]([NH:35][S:43]([C:46]3[CH:51]=[CH:50][CH:49]=[CH:48][CH:47]=3)(=[O:44])=[O:45])[CH:33]=2)[NH:28][N:27]=1.